Predict which catalyst facilitates the given reaction. From a dataset of Catalyst prediction with 721,799 reactions and 888 catalyst types from USPTO. (1) The catalyst class is: 14. Product: [NH2:16][C:15]1[C:14]2[C:9](=[CH:10][CH:11]=[C:12]([O:17][CH3:18])[CH:13]=2)[N:8]=[CH:7][C:6]=1[C:4]([OH:5])=[O:3]. Reactant: C([O:3][C:4]([C:6]1[CH:7]=[N:8][C:9]2[C:14]([C:15]=1[NH2:16])=[CH:13][C:12]([O:17][CH3:18])=[CH:11][CH:10]=2)=[O:5])C.[OH-].[Na+]. (2) Reactant: [N+:1]([C:4]1[CH:5]=[C:6]([N:10]=[C:11]=[O:12])[CH:7]=[CH:8][CH:9]=1)([O-:3])=[O:2].Cl.[CH3:14][O:15][C:16](=[O:19])[CH2:17][NH2:18].C(N(CC)CC)C. Product: [CH3:14][O:15][C:16](=[O:19])[CH2:17][NH:18][C:11]([NH:10][C:6]1[CH:7]=[CH:8][CH:9]=[C:4]([N+:1]([O-:3])=[O:2])[CH:5]=1)=[O:12]. The catalyst class is: 4. (3) Reactant: Cl[C:2]1[C:7]([CH:8]([CH2:13][CH2:14][CH3:15])[C:9]([O:11][CH3:12])=[O:10])=[C:6]([CH3:16])[N:5]=[C:4]([C:17]2[CH:22]=[CH:21][CH:20]=[CH:19][CH:18]=2)[N:3]=1.C(N(CC)C(C)C)(C)C.[CH:32]1[C:41]2[C:36](=[CH:37][CH:38]=[CH:39][CH:40]=2)[CH:35]=[CH:34][C:33]=1B(O)O. Product: [CH3:16][C:6]1[C:7]([CH:8]([CH2:13][CH2:14][CH3:15])[C:9]([O:11][CH3:12])=[O:10])=[C:2]([C:33]2[CH:34]=[CH:35][C:36]3[C:41](=[CH:40][CH:39]=[CH:38][CH:37]=3)[CH:32]=2)[N:3]=[C:4]([C:17]2[CH:22]=[CH:21][CH:20]=[CH:19][CH:18]=2)[N:5]=1. The catalyst class is: 659. (4) Reactant: [CH3:1][O:2][C:3]1[CH:4]=[C:5]([CH:15](O)[CH2:16][N+:17]([O-:19])=[O:18])[CH:6]=[CH:7][C:8]=1[C:9]1[CH:14]=[CH:13][CH:12]=[CH:11][N:10]=1.C(N(CC)CC)C.CS(Cl)(=O)=O. Product: [CH3:1][O:2][C:3]1[CH:4]=[C:5](/[CH:15]=[CH:16]\[N+:17]([O-:19])=[O:18])[CH:6]=[CH:7][C:8]=1[C:9]1[CH:14]=[CH:13][CH:12]=[CH:11][N:10]=1. The catalyst class is: 4. (5) Product: [NH2:27][C:6]1[CH:5]=[C:4]([C:1](=[O:3])[NH2:2])[CH:26]=[CH:25][C:7]=1[O:8][C:9]1[CH:18]=[C:17]2[C:12]([CH:13]([C:19]([O:21][CH2:22][CH3:23])=[O:20])[CH2:14][CH2:15][O:16]2)=[CH:11][C:10]=1[Cl:24]. The catalyst class is: 324. Reactant: [C:1]([C:4]1[CH:26]=[CH:25][C:7]([O:8][C:9]2[CH:18]=[C:17]3[C:12]([CH:13]([C:19]([O:21][CH2:22][CH3:23])=[O:20])[CH2:14][CH2:15][O:16]3)=[CH:11][C:10]=2[Cl:24])=[C:6]([N+:27]([O-])=O)[CH:5]=1)(=[O:3])[NH2:2].[Cl-].[NH4+].